From a dataset of Forward reaction prediction with 1.9M reactions from USPTO patents (1976-2016). Predict the product of the given reaction. (1) Given the reactants FC(F)(F)C(O)=O.ClC1C(N[C@@H]2[C@@H]3C[C@@H](C=C3)[C@@H]2C(N)=O)=C2N=C(C3C=CC(CN4CCOCC4)=CC=3)NC2=NC=1.[NH2:42][C:43]1[C:48]([NH2:49])=[C:47]([NH:50][C@@H:51]2[C@@H:56]3[CH2:57][C@@H:53]([CH:54]=[CH:55]3)[C@@H:52]2[C:58]([NH2:60])=[O:59])[C:46]([Cl:61])=[CH:45][N:44]=1.C(OC([N:69]1[CH2:74][CH2:73][N:72]([CH2:75][C:76]2[CH:81]=[CH:80][C:79]([CH:82]=O)=[C:78]([O:84][CH3:85])[CH:77]=2)[CH2:71][CH2:70]1)=O)(C)(C)C.FC(F)(F)C(O)=O, predict the reaction product. The product is: [Cl:61][C:46]1[C:47]([NH:50][C@@H:51]2[C@@H:56]3[CH2:57][C@@H:53]([CH:54]=[CH:55]3)[C@@H:52]2[C:58]([NH2:60])=[O:59])=[C:48]2[N:49]=[C:82]([C:79]3[CH:80]=[CH:81][C:76]([CH2:75][N:72]4[CH2:73][CH2:74][NH:69][CH2:70][CH2:71]4)=[CH:77][C:78]=3[O:84][CH3:85])[NH:42][C:43]2=[N:44][CH:45]=1. (2) Given the reactants [CH3:1][S:2]([C:5]1[CH:6]=[CH:7][C:8]([O:14][C@H:15]([CH3:20])[C:16]([F:19])([F:18])[F:17])=[C:9]([CH:13]=1)[C:10]([OH:12])=O)(=[O:4])=[O:3].Cl.[F:22][C:23]([F:37])([F:36])[CH2:24][C:25]1[S:29][C:28]([N:30]2[CH2:35][CH2:34][NH:33][CH2:32][CH2:31]2)=[N:27][CH:26]=1, predict the reaction product. The product is: [CH3:1][S:2]([C:5]1[CH:6]=[CH:7][C:8]([O:14][C@H:15]([CH3:20])[C:16]([F:19])([F:18])[F:17])=[C:9]([C:10]([N:33]2[CH2:34][CH2:35][N:30]([C:28]3[S:29][C:25]([CH2:24][C:23]([F:37])([F:22])[F:36])=[CH:26][N:27]=3)[CH2:31][CH2:32]2)=[O:12])[CH:13]=1)(=[O:3])=[O:4].